Task: Predict the reactants needed to synthesize the given product.. Dataset: Full USPTO retrosynthesis dataset with 1.9M reactions from patents (1976-2016) (1) Given the product [NH2:14][C:15]1[C:20]([C:21]([NH:13][NH:12][C:5]2[CH:6]=[C:7]([C:8]#[N:9])[CH:10]=[CH:11][C:4]=2[S:3][CH2:1][CH3:2])=[O:22])=[CH:19][C:18]([Br:24])=[CH:17][N:16]=1, predict the reactants needed to synthesize it. The reactants are: [CH2:1]([S:3][C:4]1[CH:11]=[CH:10][C:7]([C:8]#[N:9])=[CH:6][C:5]=1[NH:12][NH2:13])[CH3:2].[NH2:14][C:15]1[C:20]([C:21](O)=[O:22])=[CH:19][C:18]([Br:24])=[CH:17][N:16]=1.BrC1C(C)=CC(C(NNC2C=C(Cl)C=CC=2SCC)=O)=C([N+]([O-])=O)C=1. (2) Given the product [Cl:1][C:2]1[C:3](/[C:4](/[OH:6])=[CH:31]\[C:29]2[CH:28]=[CH:27][N:26]=[C:25]([Cl:24])[N:30]=2)=[CH:8][CH:9]=[CH:10][C:11]=1[NH:12][S:13]([C:16]1[C:21]([F:22])=[CH:20][CH:19]=[CH:18][C:17]=1[F:23])(=[O:15])=[O:14], predict the reactants needed to synthesize it. The reactants are: [Cl:1][C:2]1[C:11]([NH:12][S:13]([C:16]2[C:21]([F:22])=[CH:20][CH:19]=[CH:18][C:17]=2[F:23])(=[O:15])=[O:14])=[CH:10][CH:9]=[CH:8][C:3]=1[C:4]([O:6]C)=O.[Cl:24][C:25]1[N:30]=[C:29]([CH3:31])[CH:28]=[CH:27][N:26]=1.